From a dataset of Full USPTO retrosynthesis dataset with 1.9M reactions from patents (1976-2016). Predict the reactants needed to synthesize the given product. (1) Given the product [CH2:4]([O:6][C:7]([C:9]1([CH:29]=[O:32])[CH2:10][CH2:11][CH:12]([NH:15][S:16]([C:19]2[CH:20]=[CH:21][C:22]([C:25]([F:26])([F:28])[F:27])=[CH:23][CH:24]=2)(=[O:17])=[O:18])[CH2:13][CH2:14]1)=[O:8])[CH3:5], predict the reactants needed to synthesize it. The reactants are: O=[O+][O-].[CH2:4]([O:6][C:7]([C:9]1(/[CH:29]=C/C)[CH2:14][CH2:13][CH:12]([NH:15][S:16]([C:19]2[CH:24]=[CH:23][C:22]([C:25]([F:28])([F:27])[F:26])=[CH:21][CH:20]=2)(=[O:18])=[O:17])[CH2:11][CH2:10]1)=[O:8])[CH3:5].[O:32]=O.C1C=CC(P(C2C=CC=CC=2)C2C=CC=CC=2)=CC=1. (2) Given the product [N:1]1[CH:6]=[CH:5][CH:4]=[C:3]([NH:7][C:8]2[O:33][C:12]([C:13]([NH:15][C:16]3[CH:21]=[CH:20][C:19]([C@H:22]4[CH2:27][CH2:26][C@H:25]([CH2:28][C:29]([O:31][CH3:32])=[O:30])[CH2:24][CH2:23]4)=[CH:18][CH:17]=3)=[O:14])=[N:10][N:11]=2)[CH:2]=1, predict the reactants needed to synthesize it. The reactants are: [N:1]1[CH:6]=[CH:5][CH:4]=[C:3]([N:7]=[C:8]=S)[CH:2]=1.[NH:10]([C:12](=[O:33])[C:13]([NH:15][C:16]1[CH:21]=[CH:20][C:19]([C@H:22]2[CH2:27][CH2:26][C@H:25]([CH2:28][C:29]([O:31][CH3:32])=[O:30])[CH2:24][CH2:23]2)=[CH:18][CH:17]=1)=[O:14])[NH2:11].CCN=C=NCCCN(C)C. (3) Given the product [CH3:1][C:2]1[CH:3]=[C:4]([C:9]2[O:13][N:12]=[C:11]([C:14]3[CH:22]=[CH:21][C:20]4[NH:19][C:18]5[CH:23]([CH2:26][C:27]([OH:29])=[O:28])[CH2:24][CH2:25][C:17]=5[C:16]=4[CH:15]=3)[N:10]=2)[CH:5]=[C:6]([CH3:8])[CH:7]=1, predict the reactants needed to synthesize it. The reactants are: [CH3:1][C:2]1[CH:3]=[C:4]([C:9]2[O:13][N:12]=[C:11]([C:14]3[CH:22]=[CH:21][C:20]4[NH:19][C:18]5[CH:23]([CH2:26][C:27]([O:29]CC)=[O:28])[CH2:24][CH2:25][C:17]=5[C:16]=4[CH:15]=3)[N:10]=2)[CH:5]=[C:6]([CH3:8])[CH:7]=1.[Li+].[OH-]. (4) Given the product [S:27]1[CH:28]=[C:24]([C:22]([N:19]2[CH2:20][CH2:21][C@:18]2([CH3:33])[C:16]([N:7]([CH2:8][C:9]2[CH:14]=[CH:13][CH:12]=[C:11]([Cl:15])[CH:10]=2)[CH2:6][CH2:5][CH2:4][C:3]([OH:34])=[O:2])=[O:17])=[O:23])[C:25]2[CH:32]=[CH:31][CH:30]=[CH:29][C:26]1=2, predict the reactants needed to synthesize it. The reactants are: C[O:2][C:3](=[O:34])[CH2:4][CH2:5][CH2:6][N:7]([C:16]([C@@:18]1([CH3:33])[CH2:21][CH2:20][N:19]1[C:22]([C:24]1[C:25]2[CH:32]=[CH:31][CH:30]=[CH:29][C:26]=2[S:27][CH:28]=1)=[O:23])=[O:17])[CH2:8][C:9]1[CH:14]=[CH:13][CH:12]=[C:11]([Cl:15])[CH:10]=1.[OH-].[Na+]. (5) Given the product [CH3:48][N:2]([CH3:1])[CH2:3][CH2:4][CH2:5][NH:6][C:7]([C:9]1[N:13]([CH3:14])[CH:12]=[C:11]([NH:15][C:16]([C:18]2[N:22]([CH2:23][CH2:24][CH:25]([CH3:27])[CH3:26])[CH:21]=[C:20]([NH:28][C:29]([C:31]3[N:32]([CH3:47])[CH:33]=[C:34]([NH:36][C:37](=[O:46])[CH2:38][C:43]4[CH:42]=[CH:41][C:40]([O:44][CH3:45])=[CH:39][CH:49]=4)[CH:35]=3)=[O:30])[CH:19]=2)=[O:17])[CH:10]=1)=[O:8], predict the reactants needed to synthesize it. The reactants are: [CH3:1][N:2]([CH3:48])[CH2:3][CH2:4][CH2:5][NH:6][C:7]([C:9]1[N:13]([CH3:14])[CH:12]=[C:11]([NH:15][C:16]([C:18]2[N:22]([CH2:23][CH2:24][CH:25]([CH3:27])[CH3:26])[CH:21]=[C:20]([NH:28][C:29]([C:31]3[N:32]([CH3:47])[CH:33]=[C:34]([NH:36][C:37](=[O:46])[C:38]4[CH:43]=[CH:42][CH:41]=[C:40]([O:44][CH3:45])[CH:39]=4)[CH:35]=3)=[O:30])[CH:19]=2)=[O:17])[CH:10]=1)=[O:8].[CH3:49]OC1C=CC(CC(Cl)=O)=CC=1. (6) Given the product [CH:1]1([N:6]2[CH2:12][C:11]([F:13])([F:14])[CH2:10][N:9]([CH3:16])[C:8]3[CH:17]=[N:18][C:19]([NH:21][C:22]4[CH:30]=[CH:29][C:25]([CH2:26][OH:27])=[CH:24][C:23]=4[O:31][CH3:32])=[N:20][C:7]2=3)[CH2:5][CH2:4][CH2:3][CH2:2]1, predict the reactants needed to synthesize it. The reactants are: [CH:1]1([N:6]2[CH2:12][C:11]([F:14])([F:13])[C:10](=O)[N:9]([CH3:16])[C:8]3[CH:17]=[N:18][C:19]([NH:21][C:22]4[CH:30]=[CH:29][C:25]([C:26](O)=[O:27])=[CH:24][C:23]=4[O:31][CH3:32])=[N:20][C:7]2=3)[CH2:5][CH2:4][CH2:3][CH2:2]1.B.CSC. (7) The reactants are: Cl[C:2]1[CH:7]=[C:6]([Cl:8])[N:5]=[C:4]([NH:9][C@H:10]([C:12]2[CH:17]=[CH:16][C:15]([F:18])=[CH:14][CH:13]=2)[CH3:11])[N:3]=1.C[Sn](C)(C)[C:21]1[CH:22]=[N:23][CH:24]=[C:25]([CH:28]=1)[C:26]#[N:27]. Given the product [Cl:8][C:6]1[N:5]=[C:4]([NH:9][C@H:10]([C:12]2[CH:17]=[CH:16][C:15]([F:18])=[CH:14][CH:13]=2)[CH3:11])[N:3]=[C:2]([C:21]2[CH:22]=[N:23][CH:24]=[C:25]([CH:28]=2)[C:26]#[N:27])[CH:7]=1, predict the reactants needed to synthesize it. (8) Given the product [C:18]([O:22][C:23]([NH:25][CH2:26][CH2:27][N:28]([C:1]([O:2][CH2:3][CH2:4][Si:5]([CH3:6])([CH3:7])[CH3:8])=[O:17])[CH2:29][C:30]([O:32][CH2:33][CH3:34])=[O:31])=[O:24])([CH3:21])([CH3:20])[CH3:19], predict the reactants needed to synthesize it. The reactants are: [C:1](=[O:17])([O-])[O:2][CH2:3][CH:4](N1C(=O)CCC1=O)[Si:5]([CH3:8])([CH3:7])[CH3:6].[C:18]([O:22][C:23]([NH:25][CH2:26][CH2:27][NH:28][CH2:29][C:30]([O:32][CH2:33][CH3:34])=[O:31])=[O:24])([CH3:21])([CH3:20])[CH3:19].C([O-])([O-])=O.[K+].[K+]. (9) Given the product [O:35]([C:3]1[CH:4]=[CH:5][S:1][C:2]=1[S:6]([NH2:9])(=[O:8])=[O:7])[C:30]1[CH:31]=[CH:32][CH:33]=[CH:34][CH:29]=1, predict the reactants needed to synthesize it. The reactants are: [S:1]1[CH:5]=[CH:4][CH:3]=[C:2]1[S:6]([NH2:9])(=[O:8])=[O:7].C([O-])([O-])=O.[Cs+].[Cs+].C(C1([C:29]2[CH:34]=[CH:33][CH:32]=[CH:31][C:30]=2[OH:35])CNCCN1C([O-])=O)(C)(C)C. (10) Given the product [CH3:27][N:13]1[CH2:12][C@@H:11]2[C@H:20]([CH2:21][CH2:22][C@:23]3([CH3:24])[C:7]([C:11]4[CH:12]=[N:13][CH:14]=[CH:19][CH:20]=4)=[CH:8][CH2:9][C@H:10]32)[C@:19]2([CH3:25])[C:14]1=[CH:15][C:16](=[O:26])[CH2:17][CH2:18]2, predict the reactants needed to synthesize it. The reactants are: FC(F)(F)S(O[C:7]1[C@:23]2([CH3:24])[C@H:10]([C@H:11]3[C@H:20]([CH2:21][CH2:22]2)[C@:19]2([CH3:25])[C:14](=[CH:15][C:16](=[O:26])[CH2:17][CH2:18]2)[N:13]([CH3:27])[CH2:12]3)[CH2:9][CH:8]=1)(=O)=O.C(=O)([O-])[O-].[Na+].[Na+].